From a dataset of Peptide-MHC class II binding affinity with 134,281 pairs from IEDB. Regression. Given a peptide amino acid sequence and an MHC pseudo amino acid sequence, predict their binding affinity value. This is MHC class II binding data. The peptide sequence is VRVPVPQLQPQNPSQQQPQE. The MHC is DRB1_1101 with pseudo-sequence DRB1_1101. The binding affinity (normalized) is 0.